Dataset: NCI-60 drug combinations with 297,098 pairs across 59 cell lines. Task: Regression. Given two drug SMILES strings and cell line genomic features, predict the synergy score measuring deviation from expected non-interaction effect. Drug 2: CCN(CC)CCNC(=O)C1=C(NC(=C1C)C=C2C3=C(C=CC(=C3)F)NC2=O)C. Cell line: MDA-MB-435. Drug 1: CC1=C(C=C(C=C1)C(=O)NC2=CC(=CC(=C2)C(F)(F)F)N3C=C(N=C3)C)NC4=NC=CC(=N4)C5=CN=CC=C5. Synergy scores: CSS=4.14, Synergy_ZIP=-4.05, Synergy_Bliss=-0.802, Synergy_Loewe=-0.897, Synergy_HSA=-1.12.